From a dataset of Full USPTO retrosynthesis dataset with 1.9M reactions from patents (1976-2016). Predict the reactants needed to synthesize the given product. (1) Given the product [CH3:15][S:16][C:17]1[S:21][C:20]([CH2:22][NH:6][C:5]2[CH:7]=[CH:8][C:9]([C:10]3[O:14][CH:13]=[N:12][CH:11]=3)=[C:3]([O:2][CH3:1])[CH:4]=2)=[CH:19][CH:18]=1, predict the reactants needed to synthesize it. The reactants are: [CH3:1][O:2][C:3]1[CH:4]=[C:5]([CH:7]=[CH:8][C:9]=1[C:10]1[O:14][CH:13]=[N:12][CH:11]=1)[NH2:6].[CH3:15][S:16][C:17]1[S:21][C:20]([CH:22]=O)=[CH:19][CH:18]=1. (2) Given the product [CH:47]([OH:42])=[O:35].[S:15]1[CH2:16][CH2:17][CH:12]([NH:11][S:8]([C:5]2[CH:6]=[N:7][C:2]([C:27]3[CH:26]=[CH:25][N:24]=[C:23]4[NH:31][C:20]([C:19]([F:32])([F:33])[F:18])=[CH:21][C:22]=34)=[CH:3][CH:4]=2)(=[O:10])=[O:9])[CH2:13][CH2:14]1, predict the reactants needed to synthesize it. The reactants are: Cl[C:2]1[N:7]=[CH:6][C:5]([S:8]([NH:11][CH:12]2[CH2:17][CH2:16][S:15][CH2:14][CH2:13]2)(=[O:10])=[O:9])=[CH:4][CH:3]=1.[F:18][C:19]([F:33])([F:32])[C:20]1[NH:31][C:23]2=[N:24][CH:25]=[CH:26][C:27](B(O)O)=[C:22]2[CH:21]=1.P([O-])([O-])([O-])=[O:35].[K+].[K+].[K+].[O:42]1[CH2:47]COCC1.